This data is from Forward reaction prediction with 1.9M reactions from USPTO patents (1976-2016). The task is: Predict the product of the given reaction. (1) Given the reactants [F:1][C:2]1[CH:7]=[CH:6][C:5]([C:8]2[CH:9]=[N:10][C:11]([O:15][CH2:16][CH2:17][CH2:18][S:19]([CH3:22])(=[O:21])=[O:20])=[CH:12][C:13]=2[CH3:14])=[CH:4][C:3]=1[CH2:23]O.P(Br)(Br)[Br:26], predict the reaction product. The product is: [Br:26][CH2:23][C:3]1[CH:4]=[C:5]([C:8]2[C:13]([CH3:14])=[CH:12][C:11]([O:15][CH2:16][CH2:17][CH2:18][S:19]([CH3:22])(=[O:21])=[O:20])=[N:10][CH:9]=2)[CH:6]=[CH:7][C:2]=1[F:1]. (2) Given the reactants [Cl-].[Al+3].[Cl-].[Cl-].[C:5]([CH2:9][C:10](Cl)=[O:11])([CH3:8])([CH3:7])[CH3:6].[C:13]1([CH3:19])[CH:18]=[CH:17][CH:16]=[CH:15][CH:14]=1, predict the reaction product. The product is: [C:5]([CH2:9][C:10]([C:16]1[CH:17]=[CH:18][C:13]([CH3:19])=[CH:14][CH:15]=1)=[O:11])([CH3:8])([CH3:7])[CH3:6]. (3) The product is: [CH2:25]([CH:29]1[CH2:34][CH:33]2[N:32]([CH2:2][CH2:3][CH2:4][N:5]3[C:13]4[C:8](=[CH:9][CH:10]=[CH:11][CH:12]=4)[C:7]([C:14](=[O:16])[CH3:15])=[CH:6]3)[CH:31]([CH2:30][CH2:35]2)[CH2:17]1)[CH2:26][CH2:27][CH3:28]. Given the reactants Cl[CH2:2][CH2:3][CH2:4][N:5]1[C:13]2[C:8](=[CH:9][CH:10]=[CH:11][CH:12]=2)[C:7]([C:14](=[O:16])[CH3:15])=[CH:6]1.[C:17](=O)([O-])[O-].[Cs+].[Cs+].[I-].[K+].[CH2:25]([CH:29]1[CH2:34][CH:33]2[CH2:35][CH:30]1[CH2:31][NH:32]2)[CH2:26][CH2:27][CH3:28], predict the reaction product. (4) Given the reactants [N:1]1([C:8]2[N:13]=[C:12]([C:14]3[CH:15]=[C:16]([CH:25]=[CH:26][C:27]=3[F:28])/[CH:17]=[C:18]3/[C:19](=[O:24])[NH:20][C:21](=[O:23])[S:22]/3)[CH:11]=[N:10][CH:9]=2)[CH2:7][CH2:6][CH2:5][NH:4][CH2:3][CH2:2]1.CCN(CC)CC.[CH:36]1([C:39](Cl)=[O:40])[CH2:38][CH2:37]1, predict the reaction product. The product is: [CH:36]1([C:39]([N:4]2[CH2:5][CH2:6][CH2:7][N:1]([C:8]3[N:13]=[C:12]([C:14]4[CH:15]=[C:16]([CH:25]=[CH:26][C:27]=4[F:28])/[CH:17]=[C:18]4/[C:19](=[O:24])[NH:20][C:21](=[O:23])[S:22]/4)[CH:11]=[N:10][CH:9]=3)[CH2:2][CH2:3]2)=[O:40])[CH2:38][CH2:37]1. (5) The product is: [ClH:18].[NH2:5][CH2:4][CH2:3][C@@H:2]([C:13]1[S:14][CH:15]=[CH:16][CH:17]=1)[OH:1]. Given the reactants [OH:1][C@H:2]([C:13]1[S:14][CH:15]=[CH:16][CH:17]=1)[CH2:3][CH2:4][NH:5]C(=O)OC(C)(C)C.[ClH:18], predict the reaction product. (6) The product is: [CH2:2]([NH:9][C:10]([C:12]1[C:21](=[O:22])[C:20]2[C:15](=[CH:16][CH:17]=[C:18]([O:23][CH2:24][CH3:25])[N:19]=2)[NH:14][CH:13]=1)=[O:11])[C:3]1[CH:8]=[CH:7][CH:6]=[CH:5][CH:4]=1. Given the reactants [K].[CH2:2]([NH:9][C:10]([C:12]1[C:21](=[O:22])[C:20]2[C:15](=[CH:16][CH:17]=[C:18]([O:23][CH2:24][CH3:25])[N:19]=2)[NH:14][CH:13]=1)=[O:11])[C:3]1[CH:8]=[CH:7][CH:6]=[CH:5][CH:4]=1.Cl, predict the reaction product. (7) Given the reactants Br[C:2]1[CH:3]([C:14]2[CH:19]=[CH:18][C:17]([O:20][CH2:21][CH2:22][N:23]3[CH2:26][CH:25]([CH2:27][F:28])[CH2:24]3)=[CH:16][CH:15]=2)[O:4][C:5]2[C:10]([C:11]=1[CH3:12])=[CH:9][C:8]([OH:13])=[CH:7][CH:6]=2.[CH3:29][S:30]([C:33]1[CH:38]=[CH:37][C:36](B(O)O)=[CH:35][CH:34]=1)(=[O:32])=[O:31].C(=O)([O-])[O-].[K+].[K+], predict the reaction product. The product is: [F:28][CH2:27][CH:25]1[CH2:26][N:23]([CH2:22][CH2:21][O:20][C:17]2[CH:18]=[CH:19][C:14]([CH:3]3[C:2]([C:36]4[CH:37]=[CH:38][C:33]([S:30]([CH3:29])(=[O:32])=[O:31])=[CH:34][CH:35]=4)=[C:11]([CH3:12])[C:10]4[C:5](=[CH:6][CH:7]=[C:8]([OH:13])[CH:9]=4)[O:4]3)=[CH:15][CH:16]=2)[CH2:24]1. (8) Given the reactants [CH3:1][C:2]1[S:3][C:4]2[CH:10]=[C:9]([C:11]3[S:12][C:13]4[CH:19]=[CH:18][CH:17]=[CH:16][C:14]=4[N:15]=3)[CH:8]=[CH:7][C:5]=2[N:6]=1.[S:20]([C:25]1[CH:31]=[CH:30][C:28]([CH3:29])=[CH:27][CH:26]=1)([O:23][CH3:24])(=[O:22])=[O:21], predict the reaction product. The product is: [S:20]([C:25]1[CH:31]=[CH:30][C:28]([CH3:29])=[CH:27][CH:26]=1)([O-:23])(=[O:22])=[O:21].[CH3:1][C:2]1[S:3][C:4]2[CH:10]=[C:9]([C:11]3[S:12][C:13]4[CH:19]=[CH:18][CH:17]=[CH:16][C:14]=4[N:15]=3)[CH:8]=[CH:7][C:5]=2[N+:6]=1[CH3:24]. (9) Given the reactants [C:1]([C:3]1[CH:8]=[CH:7][C:6]([C:9]2[O:13][C:12]([C:14]3[N:15]=[C:16]4[CH:21]=[CH:20][C:19]([C:22]#[N:23])=[CH:18][N:17]4[CH:24]=3)=[CH:11][CH:10]=2)=[CH:5][CH:4]=1)#[N:2].Br[C:26]1OC(C2N=C3C(C)=CC(C#N)=CN3C=2)=CC=1.C(O)(=O)C.C(C1C=CC(C2OC(C3N=C4CCC(C(N)=N)CN4C=3)=CC=2)=CC=1)(=N)N, predict the reaction product. The product is: [C:1]([C:3]1[CH:8]=[CH:7][C:6]([C:9]2[O:13][C:12]([C:14]3[N:15]=[C:16]4[C:21]([CH3:26])=[CH:20][C:19]([C:22]#[N:23])=[CH:18][N:17]4[CH:24]=3)=[CH:11][CH:10]=2)=[CH:5][CH:4]=1)#[N:2].